This data is from Catalyst prediction with 721,799 reactions and 888 catalyst types from USPTO. The task is: Predict which catalyst facilitates the given reaction. Reactant: [Cl:1][C:2]1[CH:3]=[C:4]([CH:6]=[CH:7][C:8]=1[O:9][C:10]1[C:19]2[C:14](=[CH:15][C:16]([O:22][CH3:23])=[C:17]([O:20][CH3:21])[CH:18]=2)[N:13]=[CH:12][CH:11]=1)[NH2:5].C(N(C(C)C)CC)(C)C.ClC(Cl)(O[C:37](=[O:43])OC(Cl)(Cl)Cl)Cl.[NH2:45][C:46]1[S:47][C:48]([CH2:51][CH3:52])=[N:49][N:50]=1. Product: [Cl:1][C:2]1[CH:3]=[C:4]([NH:5][C:37]([NH:45][C:46]2[S:47][C:48]([CH2:51][CH3:52])=[N:49][N:50]=2)=[O:43])[CH:6]=[CH:7][C:8]=1[O:9][C:10]1[C:19]2[C:14](=[CH:15][C:16]([O:22][CH3:23])=[C:17]([O:20][CH3:21])[CH:18]=2)[N:13]=[CH:12][CH:11]=1. The catalyst class is: 146.